This data is from Forward reaction prediction with 1.9M reactions from USPTO patents (1976-2016). The task is: Predict the product of the given reaction. (1) Given the reactants [C:1]([O:20][CH2:21][CH2:22][N:23]([C:46](=[O:54])[CH2:47][S:48][CH2:49][CH2:50][N:51]([CH3:53])[CH3:52])[CH2:24][CH2:25][O:26][C:27](=[O:45])[CH2:28][CH2:29][CH2:30][CH2:31][CH2:32][CH2:33][CH2:34]/[CH:35]=[CH:36]\[CH2:37][CH2:38][CH2:39][CH2:40][CH2:41][CH2:42][CH2:43][CH3:44])(=[O:19])[CH2:2][CH2:3][CH2:4][CH2:5][CH2:6][CH2:7][CH2:8]/[CH:9]=[CH:10]\[CH2:11][CH2:12][CH2:13][CH2:14][CH2:15][CH2:16][CH2:17][CH3:18].[Br:55][CH2:56][CH2:57][OH:58], predict the reaction product. The product is: [Br-:55].[C:1]([O:20][CH2:21][CH2:22][N:23]([CH2:24][CH2:25][O:26][C:27](=[O:45])[CH2:28][CH2:29][CH2:30][CH2:31][CH2:32][CH2:33][CH2:34]/[CH:35]=[CH:36]\[CH2:37][CH2:38][CH2:39][CH2:40][CH2:41][CH2:42][CH2:43][CH3:44])[C:46](=[O:54])[CH2:47][S:48][CH2:49][CH2:50][N+:51]([CH2:56][CH2:57][OH:58])([CH3:53])[CH3:52])(=[O:19])[CH2:2][CH2:3][CH2:4][CH2:5][CH2:6][CH2:7][CH2:8]/[CH:9]=[CH:10]\[CH2:11][CH2:12][CH2:13][CH2:14][CH2:15][CH2:16][CH2:17][CH3:18]. (2) Given the reactants [CH:1]1([C:6]([O:8][CH3:9])=[O:7])[CH2:5][CH2:4][CH2:3][CH2:2]1.C([N-]C(C)C)(C)C.[Li+].[CH2:18]([O:21][C:22]1[CH:29]=[CH:28][C:25]([CH:26]=[O:27])=[CH:24][CH:23]=1)[CH:19]=[CH2:20], predict the reaction product. The product is: [CH2:18]([O:21][C:22]1[CH:23]=[CH:24][C:25]([CH:26]([OH:27])[C:1]2([C:6]([O:8][CH3:9])=[O:7])[CH2:5][CH2:4][CH2:3][CH2:2]2)=[CH:28][CH:29]=1)[CH:19]=[CH2:20].